Dataset: Kinase inhibitor bioactivity data combining Ki, Kd, and IC50 measurements. Task: Regression. Given a target protein amino acid sequence and a drug SMILES string, predict the binding affinity score between them. We predict KIBA score (integrated kinase binding score). Dataset: kiba. (1) The compound is FC(F)(F)c1ccc2[nH]c3cnccc3c2c1. The target protein (O94806) has sequence MSANNSPPSAQKSVLPTAIPAVLPAASPCSSPKTGLSARLSNGSFSAPSLTNSRGSVHTVSFLLQIGLTRESVTIEAQELSLSAVKDLVCSIVYQKFPECGFFGMYDKILLFRHDMNSENILQLITSADEIHEGDLVEVVLSALATVEDFQIRPHTLYVHSYKAPTFCDYCGEMLWGLVRQGLKCEGCGLNYHKRCAFKIPNNCSGVRKRRLSNVSLPGPGLSVPRPLQPEYVALPSEESHVHQEPSKRIPSWSGRPIWMEKMVMCRVKVPHTFAVHSYTRPTICQYCKRLLKGLFRQGMQCKDCKFNCHKRCASKVPRDCLGEVTFNGEPSSLGTDTDIPMDIDNNDINSDSSRGLDDTEEPSPPEDKMFFLDPSDLDVERDEEAVKTISPSTSNNIPLMRVVQSIKHTKRKSSTMVKEGWMVHYTSRDNLRKRHYWRLDSKCLTLFQNESGSKYYKEIPLSEILRISSPRDFTNISQGSNPHCFEIITDTMVYFVGEN.... The KIBA score is 10.7. (2) The small molecule is O=C(Nc1cccc(C(F)(F)F)n1)Nc1ccnc2c(F)ccc(F)c12. The target protein (P45983) has sequence MSRSKRDNNFYSVEIGDSTFTVLKRYQNLKPIGSGAQGIVCAAYDAILERNVAIKKLSRPFQNQTHAKRAYRELVLMKCVNHKNIIGLLNVFTPQKSLEEFQDVYIVMELMDANLCQVIQMELDHERMSYLLYQMLCGIKHLHSAGIIHRDLKPSNIVVKSDCTLKILDFGLARTAGTSFMMTPYVVTRYYRAPEVILGMGYKENVDLWSVGCIMGEMVCHKILFPGRDYIDQWNKVIEQLGTPCPEFMKKLQPTVRTYVENRPKYAGYSFEKLFPDVLFPADSEHNKLKASQARDLLSKMLVIDASKRISVDEALQHPYINVWYDPSEAEAPPPKIPDKQLDEREHTIEEWKELIYKEVMDLEERTKNGVIRGQPSPLGAAVINGSQHPSSSSSVNDVSSMSTDPTLASDTDSSLEAAAGPLGCCR. The KIBA score is 11.4.